This data is from Forward reaction prediction with 1.9M reactions from USPTO patents (1976-2016). The task is: Predict the product of the given reaction. Given the reactants [CH2:1]([C:9]1([CH2:25][CH2:26][CH2:27][CH2:28][CH2:29][CH2:30][CH2:31][CH3:32])[C:21]2[CH:20]=[C:19]([C:22](O)=[O:23])[CH:18]=[CH:17][C:16]=2[C:15]2[C:10]1=[CH:11][CH:12]=[CH:13][CH:14]=2)[CH2:2][CH2:3][CH2:4][CH2:5][CH2:6][CH2:7][CH3:8].S(Cl)([Cl:35])=O, predict the reaction product. The product is: [CH2:1]([C:9]1([CH2:25][CH2:26][CH2:27][CH2:28][CH2:29][CH2:30][CH2:31][CH3:32])[C:21]2[CH:20]=[C:19]([C:22]([Cl:35])=[O:23])[CH:18]=[CH:17][C:16]=2[C:15]2[C:10]1=[CH:11][CH:12]=[CH:13][CH:14]=2)[CH2:2][CH2:3][CH2:4][CH2:5][CH2:6][CH2:7][CH3:8].